Dataset: Full USPTO retrosynthesis dataset with 1.9M reactions from patents (1976-2016). Task: Predict the reactants needed to synthesize the given product. (1) Given the product [As:24]([C:25]1[CH:26]=[CH:27][CH:28]=[CH:29][CH:30]=1)([C:31]1[CH:36]=[CH:35][CH:34]=[CH:33][CH:32]=1)[C:18]1[CH:19]=[CH:20][CH:21]=[CH:22][CH:23]=1, predict the reactants needed to synthesize it. The reactants are: CC(C)[O-].[La+3].CC(C)[O-].CC(C)[O-].CC(C)[O-].[C:18]1([As:24](=O)([C:31]2[CH:36]=[CH:35][CH:34]=[CH:33][CH:32]=2)[C:25]2[CH:30]=[CH:29][CH:28]=[CH:27][CH:26]=2)[CH:23]=[CH:22][CH:21]=[CH:20][CH:19]=1.C1(C2C3C(=CC=CC=3)C=CC=2)C(O)=CC=C2C=1C=CC=C2. (2) Given the product [CH2:2]([O:1][CH:5]1[CH2:10][CH2:9][C:8](=[O:11])[CH2:7][CH2:6]1)[CH3:3], predict the reactants needed to synthesize it. The reactants are: [O:1]1[C:5]2([CH2:10][CH2:9][CH:8]([OH:11])[CH2:7][CH2:6]2)O[CH2:3][CH2:2]1.C(I)C.